This data is from Reaction yield outcomes from USPTO patents with 853,638 reactions. The task is: Predict the reaction yield, written as a fraction of the theoretical maximum amount of product (1.0 means a 100% yield; for example, 0.34 means a 34% yield). The reactants are Cl[C:2]1[N:6]([CH3:7])[N:5]=[CH:4][C:3]=1[N+:8]([O-:10])=[O:9].Cl.[F:12][CH:13]1[CH2:18][CH2:17][NH:16][CH2:15][CH2:14]1. No catalyst specified. The product is [F:12][CH:13]1[CH2:18][CH2:17][N:16]([C:2]2[N:6]([CH3:7])[N:5]=[CH:4][C:3]=2[N+:8]([O-:10])=[O:9])[CH2:15][CH2:14]1. The yield is 0.990.